Dataset: Reaction yield outcomes from USPTO patents with 853,638 reactions. Task: Predict the reaction yield, written as a fraction of the theoretical maximum amount of product (1.0 means a 100% yield; for example, 0.34 means a 34% yield). (1) The reactants are [S:1]1[C:5]2[CH:6]=[C:7]([N:10]([CH2:21][C:22](=O)[CH2:23][CH3:24])[C:11]([NH:13][C:14]3[CH:15]=[N:16][CH:17]=[CH:18][C:19]=3[CH3:20])=[O:12])[CH:8]=[CH:9][C:4]=2[N:3]=[CH:2]1.CO. The catalyst is C1(C)C=CC=CC=1.C(Cl)(Cl)Cl. The product is [S:1]1[C:5]2[CH:6]=[C:7]([N:10]3[CH:21]=[C:22]([CH2:23][CH3:24])[N:13]([C:14]4[CH:15]=[N:16][CH:17]=[CH:18][C:19]=4[CH3:20])[C:11]3=[O:12])[CH:8]=[CH:9][C:4]=2[N:3]=[CH:2]1. The yield is 0.286. (2) The reactants are [C:1]([NH:5][C:6]([C:8]1[C:16]2[C:11](=[N:12][CH:13]=[C:14]([NH:17][C:18]3[CH:19]=[C:20]([CH:24]([NH:26]C(=O)OC(C)(C)C)[CH3:25])[CH:21]=[CH:22][CH:23]=3)[N:15]=2)[N:10](COCC[Si](C)(C)C)[CH:9]=1)=[O:7])([CH3:4])([CH3:3])[CH3:2].FC(F)(F)C(O)=O. The catalyst is ClCCl. The product is [NH2:26][CH:24]([C:20]1[CH:19]=[C:18]([NH:17][C:14]2[N:15]=[C:16]3[C:8]([C:6]([NH:5][C:1]([CH3:2])([CH3:4])[CH3:3])=[O:7])=[CH:9][NH:10][C:11]3=[N:12][CH:13]=2)[CH:23]=[CH:22][CH:21]=1)[CH3:25]. The yield is 0.710. (3) The reactants are C[Si](C)(C)CCOC[N:7]1[C:11]2[C:12]3[CH:13]=[CH:14][S:15][C:16]=3[CH2:17][C:10]=2[C:9]([C:18]2[CH:23]=[CH:22][C:21]([NH:24][C:25]3[CH:26]=[C:27]([OH:31])[CH:28]=[CH:29][CH:30]=3)=[CH:20][CH:19]=2)=[N:8]1.Cl. The catalyst is CO. The product is [S:15]1[CH:14]=[CH:13][C:12]2[C:11]3[NH:7][N:8]=[C:9]([C:18]4[CH:19]=[CH:20][C:21]([NH:24][C:25]5[CH:26]=[C:27]([OH:31])[CH:28]=[CH:29][CH:30]=5)=[CH:22][CH:23]=4)[C:10]=3[CH2:17][C:16]1=2. The yield is 0.880. (4) The reactants are [Cl:1][C:2]1[C:7](I)=[CH:6][C:5]([NH:9][CH2:10][CH2:11][N:12]2[CH2:17][CH2:16][N:15]([C:18]([O:20][C:21]([CH3:24])([CH3:23])[CH3:22])=[O:19])[CH2:14][CH2:13]2)=[C:4]([O:25][CH3:26])[CH:3]=1.[Cl:27][C:28]1[CH:33]=[CH:32][C:31]([Cl:34])=[CH:30][C:29]=1B(O)O.C([O-])([O-])=O.[Na+].[Na+]. The catalyst is O1CCOCC1.O.C1C=CC([P]([Pd]([P](C2C=CC=CC=2)(C2C=CC=CC=2)C2C=CC=CC=2)([P](C2C=CC=CC=2)(C2C=CC=CC=2)C2C=CC=CC=2)[P](C2C=CC=CC=2)(C2C=CC=CC=2)C2C=CC=CC=2)(C2C=CC=CC=2)C2C=CC=CC=2)=CC=1. The product is [C:21]([O:20][C:18]([N:15]1[CH2:16][CH2:17][N:12]([CH2:11][CH2:10][NH:9][C:5]2[CH:6]=[C:7]([C:32]3[CH:33]=[C:28]([Cl:27])[CH:29]=[CH:30][C:31]=3[Cl:34])[C:2]([Cl:1])=[CH:3][C:4]=2[O:25][CH3:26])[CH2:13][CH2:14]1)=[O:19])([CH3:24])([CH3:23])[CH3:22]. The yield is 0.730. (5) The reactants are [F:1][C:2]1[CH:7]=[CH:6][C:5]([N:8]2[CH2:13][CH2:12][NH:11][CH2:10][CH2:9]2)=[C:4]([C:14]([F:17])([F:16])[F:15])[CH:3]=1.[Cl:18][C:19]1[CH:28]=[CH:27][CH:26]=[C:25]2[C:20]=1[CH:21]=[CH:22][C:23]([S:29](Cl)(=[O:31])=[O:30])=[CH:24]2.C(N(C(C)C)CC)(C)C. The catalyst is ClCCl. The product is [Cl:18][C:19]1[CH:28]=[CH:27][CH:26]=[C:25]2[C:20]=1[CH:21]=[CH:22][C:23]([S:29]([N:11]1[CH2:12][CH2:13][N:8]([C:5]3[CH:6]=[CH:7][C:2]([F:1])=[CH:3][C:4]=3[C:14]([F:16])([F:15])[F:17])[CH2:9][CH2:10]1)(=[O:30])=[O:31])=[CH:24]2. The yield is 0.690. (6) The reactants are Cl.[N:2]1[CH:7]=[CH:6][CH:5]=[C:4]([N:8]([CH2:33][CH2:34][C:35]([O:37]CC)=[O:36])[C:9]([C:11]2[CH:32]=[CH:31][C:14]3[N:15]([CH3:30])[C:16]([CH2:18][N:19]([C:21]4[CH:26]=[CH:25][C:24]([C:27](=[NH:29])[NH2:28])=[CH:23][CH:22]=4)[CH3:20])=[N:17][C:13]=3[CH:12]=2)=[O:10])[CH:3]=1.[OH-].[Na+]. No catalyst specified. The product is [N:2]1[CH:7]=[CH:6][CH:5]=[C:4]([N:8]([CH2:33][CH2:34][C:35]([OH:37])=[O:36])[C:9]([C:11]2[CH:32]=[CH:31][C:14]3[N:15]([CH3:30])[C:16]([CH2:18][N:19]([C:21]4[CH:26]=[CH:25][C:24]([C:27](=[NH:28])[NH2:29])=[CH:23][CH:22]=4)[CH3:20])=[N:17][C:13]=3[CH:12]=2)=[O:10])[CH:3]=1. The yield is 0.700. (7) The reactants are [CH3:1][C:2]1([CH3:42])[C:6]([CH3:8])([CH3:7])[O:5][B:4]([C:9]2[CH:10]=[CH:11][C:12]3[C:41]4[C:17](=[C:18]5[C:38](=[CH:39][CH:40]=4)[C:22]4[N:23]=[C:24]([C@@H:26]6[CH2:30][CH2:29][CH2:28][N:27]6[C:31](OC(C)(C)C)=[O:32])[NH:25][C:21]=4[CH:20]=[CH:19]5)[O:16][CH2:15][C:13]=3[CH:14]=2)[O:3]1.Cl.[CH3:44][O:45][C:46]([NH:48][C@@H:49]([CH:53]([CH3:55])[CH3:54])C(O)=O)=[O:47].CN(C(ON1N=NC2C=CC=NC1=2)=[N+](C)C)C.F[P-](F)(F)(F)(F)F.C(N(C(C)C)CC)(C)C. The catalyst is C(OCC)(=O)C.C(O)C. The product is [CH3:54][CH:53]([CH3:55])[C@H:49]([NH:48][C:46](=[O:47])[O:45][CH3:44])[C:31](=[O:32])[N:27]1[CH2:28][CH2:29][CH2:30][C@H:26]1[C:24]1[NH:25][C:21]2[CH:20]=[CH:19][C:18]3[C:38](=[CH:39][CH:40]=[C:41]4[C:12]5[CH:11]=[CH:10][C:9]([B:4]6[O:3][C:2]([CH3:42])([CH3:1])[C:6]([CH3:7])([CH3:8])[O:5]6)=[CH:14][C:13]=5[CH2:15][O:16][C:17]4=3)[C:22]=2[N:23]=1. The yield is 0.720. (8) The yield is 0.720. No catalyst specified. The reactants are [C:1]([C:4]1[S:5][C:6](Br)=[CH:7][CH:8]=1)(=O)C.[Br:10][C:11]1[S:15][C:14]([C:16]([CH2:18][C:19]#[N:20])=[O:17])=[CH:13][CH:12]=1.[CH2:21]([N:28]1CCC(=O)CC1)[C:22]1[CH:27]=[CH:26][CH:25]=[CH:24][CH:23]=1.N1CCOCC1.[S]. The product is [NH2:20][C:19]1[S:5][C:4]2[CH2:1][N:28]([CH2:21][C:22]3[CH:27]=[CH:26][CH:25]=[CH:24][CH:23]=3)[CH2:6][CH2:7][C:8]=2[C:18]=1[C:16]([C:14]1[S:15][C:11]([Br:10])=[CH:12][CH:13]=1)=[O:17]. (9) The reactants are Cl[C:2]1[N:7]=[N:6][C:5]([N:8]2[CH2:13][CH2:12][O:11][CH2:10][CH2:9]2)=[CH:4][CH:3]=1.Cl.[NH2:15][CH2:16][C:17]1[CH:26]=[CH:25][C:20]([C:21]([O:23][CH3:24])=[O:22])=[CH:19][CH:18]=1.[NH4+].[Cl-]. The catalyst is CC(O)C. The product is [N:8]1([C:5]2[N:6]=[N:7][C:2]([NH:15][CH2:16][C:17]3[CH:18]=[CH:19][C:20]([C:21]([O:23][CH3:24])=[O:22])=[CH:25][CH:26]=3)=[CH:3][CH:4]=2)[CH2:13][CH2:12][O:11][CH2:10][CH2:9]1. The yield is 0.0800.